Dataset: Reaction yield outcomes from USPTO patents with 853,638 reactions. Task: Predict the reaction yield, written as a fraction of the theoretical maximum amount of product (1.0 means a 100% yield; for example, 0.34 means a 34% yield). (1) The reactants are O1C=C(CN)N=C1.[CH3:8][C:9]1[O:13][N:12]=[C:11]([CH2:14][NH2:15])[CH:10]=1.[F:16][C:17]1[CH:38]=[CH:37][C:20]([CH2:21][N:22]2[CH2:26][CH2:25][N:24]([C:27]3[CH:28]=[C:29]([CH:33]=[CH:34][N:35]=3)[C:30](O)=[O:31])[C:23]2=[O:36])=[CH:19][CH:18]=1. No catalyst specified. The product is [F:16][C:17]1[CH:18]=[CH:19][C:20]([CH2:21][N:22]2[CH2:26][CH2:25][N:24]([C:27]3[CH:28]=[C:29]([CH:33]=[CH:34][N:35]=3)[C:30]([NH:15][CH2:14][C:11]3[CH:10]=[C:9]([CH3:8])[O:13][N:12]=3)=[O:31])[C:23]2=[O:36])=[CH:37][CH:38]=1. The yield is 0.550. (2) The reactants are [CH3:1][O:2][C:3]1[CH:12]=[CH:11][C:10]2[C:5](=[CH:6][CH:7]=[CH:8][CH:9]=2)[CH:4]=1.[Cl-].[Al+3].[Cl-].[Cl-].[CH2:17](Cl)[CH2:18][CH2:19][CH2:20][CH2:21][CH2:22][CH2:23][CH2:24][CH2:25][CH2:26][CH2:27][CH3:28].Cl.[N+](C1C=CC=CC=1)([O-])=[O:32]. No catalyst specified. The product is [CH3:1][O:2][C:3]1[CH:12]=[CH:11][C:10]2[C:5](=[CH:6][CH:7]=[C:8]([C:17](=[O:32])[CH2:18][CH2:19][CH2:20][CH2:21][CH2:22][CH2:23][CH2:24][CH2:25][CH2:26][CH2:27][CH3:28])[CH:9]=2)[CH:4]=1. The yield is 0.642.